The task is: Regression/Classification. Given a drug SMILES string, predict its absorption, distribution, metabolism, or excretion properties. Task type varies by dataset: regression for continuous measurements (e.g., permeability, clearance, half-life) or binary classification for categorical outcomes (e.g., BBB penetration, CYP inhibition). Dataset: cyp1a2_veith.. This data is from CYP1A2 inhibition data for predicting drug metabolism from PubChem BioAssay. (1) The drug is CCNc1ncc2nc(-c3ccccc3)c(=O)n(C3CC3)c2n1. The result is 1 (inhibitor). (2) The drug is CNC(=O)[C@@H]1O[C@@H](n2cnc3c(NCc4cccc(I)c4)ncnc32)[C@H](O)[C@@H]1O. The result is 0 (non-inhibitor). (3) The molecule is COc1cccc(-c2nccc(NCc3cccs3)n2)c1. The result is 1 (inhibitor).